Dataset: Catalyst prediction with 721,799 reactions and 888 catalyst types from USPTO. Task: Predict which catalyst facilitates the given reaction. Product: [Br:1][C:2]1[CH:11]=[C:10]2[C:5]([CH2:6][CH2:7][CH2:8][C:9]32[C:15](=[O:16])[N:14]([CH3:17])[C:13](=[S:28])[NH:12]3)=[CH:4][CH:3]=1. The catalyst class is: 11. Reactant: [Br:1][C:2]1[CH:11]=[C:10]2[C:5]([CH2:6][CH2:7][CH2:8][C:9]32[C:15](=[O:16])[N:14]([CH3:17])[C:13](=O)[NH:12]3)=[CH:4][CH:3]=1.COC1C=CC(P2(SP(C3C=CC(OC)=CC=3)(=S)S2)=[S:28])=CC=1.